From a dataset of Forward reaction prediction with 1.9M reactions from USPTO patents (1976-2016). Predict the product of the given reaction. (1) Given the reactants [F:1][C:2]1[CH:7]=[CH:6][C:5]([C:8]2[N:9]=[C:10]([C:45]3[CH:50]=[CH:49][CH:48]=[CH:47][CH:46]=3)[N:11]([CH2:23][CH2:24][C@H:25]3[O:30][B:29]([C:31]4[CH:36]=[CH:35][CH:34]=[CH:33][CH:32]=4)[O:28][C@@H:27]([CH2:37][C:38]([O:40][C:41]([CH3:44])([CH3:43])[CH3:42])=[O:39])[CH2:26]3)[C:12]=2[C:13]2[CH:18]=[CH:17][N:16]=[C:15]([S:19][CH2:20][CH2:21][CH3:22])[N:14]=2)=[CH:4][CH:3]=1.[OH:51]OS([O-])=O.[K+].[OH2:57], predict the reaction product. The product is: [F:1][C:2]1[CH:3]=[CH:4][C:5]([C:8]2[N:9]=[C:10]([C:45]3[CH:46]=[CH:47][CH:48]=[CH:49][CH:50]=3)[N:11]([CH2:23][CH2:24][C@H:25]3[O:30][B:29]([C:31]4[CH:32]=[CH:33][CH:34]=[CH:35][CH:36]=4)[O:28][C@@H:27]([CH2:37][C:38]([O:40][C:41]([CH3:44])([CH3:42])[CH3:43])=[O:39])[CH2:26]3)[C:12]=2[C:13]2[CH:18]=[CH:17][N:16]=[C:15]([S:19]([CH2:20][CH2:21][CH3:22])(=[O:51])=[O:57])[N:14]=2)=[CH:6][CH:7]=1. (2) Given the reactants C1([O:7][C:8](=[O:34])NC2C=CC(OC3C=CC(NC(=O)C4C=CC(Cl)=C(Cl)C=4)=CN=3)=CC=2)C=CC=CC=1.[CH2:35]([N:45]1[CH2:50][CH2:49][NH:48][CH2:47][CH2:46]1)[C:36]1[CH:44]=[CH:43][C:42]2[O:41][CH2:40][O:39][C:38]=2[CH:37]=1, predict the reaction product. The product is: [CH2:35]([N:45]1[CH2:50][CH2:49][N:48]([C:8]([OH:34])=[O:7])[CH2:47][CH2:46]1)[C:36]1[CH:44]=[CH:43][C:42]2[O:41][CH2:40][O:39][C:38]=2[CH:37]=1.